This data is from Full USPTO retrosynthesis dataset with 1.9M reactions from patents (1976-2016). The task is: Predict the reactants needed to synthesize the given product. (1) Given the product [C:1]([O:5][C:6]([N:8]1[CH2:13][CH2:12][C:11]([C:16]2[CH:21]=[CH:20][C:19]([NH2:71])=[CH:18][N:17]=2)([C:14]#[N:15])[CH2:10][CH2:9]1)=[O:7])([CH3:4])([CH3:3])[CH3:2], predict the reactants needed to synthesize it. The reactants are: [C:1]([O:5][C:6]([N:8]1[CH2:13][CH2:12][C:11]([C:16]2[CH:21]=[CH:20][C:19](Br)=[CH:18][N:17]=2)([C:14]#[N:15])[CH2:10][CH2:9]1)=[O:7])([CH3:4])([CH3:3])[CH3:2].C(P(C(C)(C)C)C1C=CC2C(=CC=CC=2)C=1C1C2C(=CC=CC=2)C=CC=1)(C)(C)C.C(O[Na])(C)(C)C.C(=[NH:71])(C1C=CC=CC=1)C1C=CC=CC=1.O.NO.C([O-])(=O)C.[Na+].C(=O)([O-])O.[Na+]. (2) Given the product [Cl:17][C:13]1[CH:12]=[C:11]2[C:16](=[CH:15][CH:14]=1)[N:8]([CH2:7][C:6]([OH:5])=[O:30])[C:9]([CH3:29])=[C:10]2[C:18]1[C:27]2[C:22](=[CH:23][CH:24]=[CH:25][CH:26]=2)[C:21](=[O:28])[N:20]([CH2:32][CH2:33][O:34][C:35]2[CH:40]=[CH:39][C:38]([Cl:41])=[CH:37][CH:36]=2)[N:19]=1, predict the reactants needed to synthesize it. The reactants are: C([O:5][C:6](=[O:30])[CH2:7][N:8]1[C:16]2[C:11](=[CH:12][C:13]([Cl:17])=[CH:14][CH:15]=2)[C:10]([C:18]2[C:27]3[C:22](=[CH:23][CH:24]=[CH:25][CH:26]=3)[C:21](=[O:28])[NH:20][N:19]=2)=[C:9]1[CH3:29])(C)(C)C.Br[CH2:32][CH2:33][O:34][C:35]1[CH:40]=[CH:39][C:38]([Cl:41])=[CH:37][CH:36]=1. (3) Given the product [CH3:1][C:2]([CH3:42])([CH2:10][O:11][C:12]1[CH:17]=[CH:16][C:15]([C:18]2[CH:23]=[CH:22][C:21]([C:24]3[NH:28][C:27]([C:29]([F:32])([F:30])[F:31])=[CH:26][N:25]=3)=[CH:20][N:19]=2)=[CH:14][C:13]=1[CH3:41])[C:3]([OH:5])=[O:4], predict the reactants needed to synthesize it. The reactants are: [CH3:1][C:2]([CH3:42])([CH2:10][O:11][C:12]1[CH:17]=[CH:16][C:15]([C:18]2[CH:23]=[CH:22][C:21]([C:24]3[N:25](COCC[Si](C)(C)C)[CH:26]=[C:27]([C:29]([F:32])([F:31])[F:30])[N:28]=3)=[CH:20][N:19]=2)=[CH:14][C:13]=1[CH3:41])[C:3]([O:5]C(C)(C)C)=[O:4]. (4) The reactants are: [CH2:1]([C:3]1[CH:8]=[CH:7][C:6]([CH2:9][C:10]2[C:11]([O:16][C@@H:17]3[O:25][C@H:24]([CH2:26][OH:27])[C@@H:22]([OH:23])[C@H:20]([OH:21])[C@H:18]3[OH:19])=[N:12][NH:13][C:14]=2[CH3:15])=[CH:5][CH:4]=1)[CH3:2].I[CH2:29][CH3:30]. Given the product [CH2:29]([N:13]1[C:14]([CH3:15])=[C:10]([CH2:9][C:6]2[CH:7]=[CH:8][C:3]([CH2:1][CH3:2])=[CH:4][CH:5]=2)[C:11]([O:16][CH:17]2[O:25][C@H:24]([CH2:26][OH:27])[C@@H:22]([OH:23])[C@H:20]([OH:21])[C@H:18]2[OH:19])=[N:12]1)[CH3:30], predict the reactants needed to synthesize it. (5) Given the product [CH2:9]([O:11][C:12]([C:13]1[N:8]=[C:4]2[CH:3]=[C:2]([Br:1])[CH:7]=[CH:6][N:5]2[CH:14]=1)=[O:17])[CH3:10], predict the reactants needed to synthesize it. The reactants are: [Br:1][C:2]1[CH:7]=[CH:6][N:5]=[C:4]([NH2:8])[CH:3]=1.[CH2:9]([O:11][C:12](=[O:17])[C:13](=O)[CH2:14]Br)[CH3:10]. (6) Given the product [CH3:1][O:2][C:3]1[CH:8]=[CH:7][CH:6]=[CH:5][C:4]=1[C:9]1[C:17]2[C:12](=[N:13][CH:14]=[C:15]([C:18]3[CH:19]=[C:20]([CH:24]([C:26]4[C:31]([CH3:32])=[CH:30][CH:29]=[CH:28][N:27]=4)[OH:25])[CH:21]=[CH:22][CH:23]=3)[CH:16]=2)[NH:11][N:10]=1, predict the reactants needed to synthesize it. The reactants are: [CH3:1][O:2][C:3]1[CH:8]=[CH:7][CH:6]=[CH:5][C:4]=1[C:9]1[C:17]2[C:12](=[N:13][CH:14]=[C:15]([C:18]3[CH:19]=[C:20]([CH:24]([C:26]4[C:31]([CH3:32])=[CH:30][CH:29]=[CH:28][N:27]=4)[OH:25])[CH:21]=[CH:22][CH:23]=3)[CH:16]=2)[N:11](COCC[Si](C)(C)C)[N:10]=1.FC(F)(F)C(O)=O.C(N)CN. (7) Given the product [F:47][C:48]1[CH:49]=[CH:50][C:51]([N:54]2[CH2:59][CH2:58][N:57]([C:45]3[N:44]([C:35]4[CH:36]=[C:37]([C:40]([F:43])([F:42])[F:41])[CH:38]=[CH:39][C:34]=4[F:33])[CH:27]([CH2:28][C:29]([O:31][CH3:32])=[O:30])[C:22]4[C:21](=[CH:26][CH:25]=[CH:24][CH:23]=4)[N:20]=3)[CH2:56][CH2:55]2)=[CH:52][CH:53]=1, predict the reactants needed to synthesize it. The reactants are: C1(P(=[N:20][C:21]2[CH:26]=[CH:25][CH:24]=[CH:23][C:22]=2/[CH:27]=[CH:28]/[C:29]([O:31][CH3:32])=[O:30])(C2C=CC=CC=2)C2C=CC=CC=2)C=CC=CC=1.[F:33][C:34]1[CH:39]=[CH:38][C:37]([C:40]([F:43])([F:42])[F:41])=[CH:36][C:35]=1[N:44]=[C:45]=O.[F:47][C:48]1[CH:53]=[CH:52][C:51]([N:54]2[CH2:59][CH2:58][NH:57][CH2:56][CH2:55]2)=[CH:50][CH:49]=1.